Task: Predict the product of the given reaction.. Dataset: Forward reaction prediction with 1.9M reactions from USPTO patents (1976-2016) (1) Given the reactants [CH:1]1([C:4]([C:6]2[CH:11]=[CH:10][CH:9]=[C:8]([O:12][CH3:13])[C:7]=2[O:14]C2CCCCO2)=[O:5])[CH2:3][CH2:2]1.Cl.C(=O)([O-])[O-].[Na+].[Na+].O, predict the reaction product. The product is: [CH:1]1([C:4]([C:6]2[CH:11]=[CH:10][CH:9]=[C:8]([O:12][CH3:13])[C:7]=2[OH:14])=[O:5])[CH2:2][CH2:3]1. (2) Given the reactants [C:1]1([S:7](Cl)(=[O:9])=[O:8])[CH:6]=[CH:5][CH:4]=[CH:3][CH:2]=1.[NH2:11][C:12]1[C:13]([Cl:38])=[CH:14][C:15]2[N:21]3[CH2:22][CH2:23][CH2:24][C@@H:25]([NH:26][C:27](=[O:32])[C:28]([F:31])([F:30])[F:29])[C@H:20]3[C:19]3[CH:33]=[CH:34][CH:35]=[CH:36][C:18]=3[O:17][C:16]=2[CH:37]=1, predict the reaction product. The product is: [Cl:38][C:13]1[C:12]([N:11]([S:7]([C:1]2[CH:6]=[CH:5][CH:4]=[CH:3][CH:2]=2)(=[O:9])=[O:8])[S:7]([C:1]2[CH:6]=[CH:5][CH:4]=[CH:3][CH:2]=2)(=[O:9])=[O:8])=[CH:37][C:16]2[O:17][C:18]3[CH:36]=[CH:35][CH:34]=[CH:33][C:19]=3[C@@H:20]3[C@H:25]([NH:26][C:27](=[O:32])[C:28]([F:31])([F:30])[F:29])[CH2:24][CH2:23][CH2:22][N:21]3[C:15]=2[CH:14]=1. (3) Given the reactants [C:1]1([C:7]2[CH:15]=[CH:14][C:10]([C:11](O)=[O:12])=[CH:9][CH:8]=2)[CH:6]=[CH:5][CH:4]=[CH:3][CH:2]=1.C(Cl)(=O)C(Cl)=O.[OH-].[NH4+:23], predict the reaction product. The product is: [C:1]1([C:7]2[CH:15]=[CH:14][C:10]([C:11]([NH2:23])=[O:12])=[CH:9][CH:8]=2)[CH:6]=[CH:5][CH:4]=[CH:3][CH:2]=1. (4) Given the reactants [CH3:1][N:2]([CH3:36])[CH2:3][CH2:4][CH2:5][N:6]1[C:14]2[C:9](=[CH:10][C:11]([O:15][CH3:16])=[CH:12][CH:13]=2)[C:8](/[CH:17]=[C:18]2\[O:19][C:20]3[CH:27]=[C:26]([NH:28]C(=O)OC(C)(C)C)[CH:25]=[CH:24][C:21]=3[C:22]\2=[O:23])=[CH:7]1.Cl.O1CCOCC1, predict the reaction product. The product is: [NH2:28][C:26]1[CH:25]=[CH:24][C:21]2[C:22](=[O:23])/[C:18](=[CH:17]/[C:8]3[C:9]4[C:14](=[CH:13][CH:12]=[C:11]([O:15][CH3:16])[CH:10]=4)[N:6]([CH2:5][CH2:4][CH2:3][N:2]([CH3:36])[CH3:1])[CH:7]=3)/[O:19][C:20]=2[CH:27]=1.